Dataset: Forward reaction prediction with 1.9M reactions from USPTO patents (1976-2016). Task: Predict the product of the given reaction. (1) The product is: [Cl:1][C:2]1[C:3]([O:12][C:13]2[CH:14]=[N:15][C:16]([O:20][CH2:21][CH:22]([CH3:24])[CH3:23])=[C:17]([Cl:19])[CH:18]=2)=[CH:4][C:5]([F:11])=[C:6]([CH:10]=1)[C:7]([NH:46][S:43]([C:41]1[N:40]=[CH:39][N:38]([CH3:37])[CH:42]=1)(=[O:45])=[O:44])=[O:9]. Given the reactants [Cl:1][C:2]1[C:3]([O:12][C:13]2[CH:14]=[N:15][C:16]([O:20][CH2:21][CH:22]([CH3:24])[CH3:23])=[C:17]([Cl:19])[CH:18]=2)=[CH:4][C:5]([F:11])=[C:6]([CH:10]=1)[C:7]([OH:9])=O.C(N1C=CN=C1)(N1C=CN=C1)=O.[CH3:37][N:38]1[CH:42]=[C:41]([S:43]([NH2:46])(=[O:45])=[O:44])[N:40]=[CH:39]1.N12CCCN=C1CCCCC2, predict the reaction product. (2) The product is: [C:24]([C:21]1[CH:20]=[CH:19][C:18]([C:14]2[CH:15]=[C:16]3[C:11](=[CH:12][CH:13]=2)[N:10]([C:28]2[CH:33]=[CH:32][C:31]([O:34][CH:35]4[CH2:39][CH2:38][CH2:37][CH2:36]4)=[CH:30][CH:29]=2)[C:9]([C:7]([NH:6][CH2:5][C:4]([OH:40])=[O:3])=[O:8])=[CH:17]3)=[CH:23][CH:22]=1)([CH3:27])([CH3:25])[CH3:26]. Given the reactants C([O:3][C:4](=[O:40])[CH2:5][NH:6][C:7]([C:9]1[N:10]([C:28]2[CH:33]=[CH:32][C:31]([O:34][CH:35]3[CH2:39][CH2:38][CH2:37][CH2:36]3)=[CH:30][CH:29]=2)[C:11]2[C:16]([CH:17]=1)=[CH:15][C:14]([C:18]1[CH:23]=[CH:22][C:21]([C:24]([CH3:27])([CH3:26])[CH3:25])=[CH:20][CH:19]=1)=[CH:13][CH:12]=2)=[O:8])C.[OH-].[Na+].Cl, predict the reaction product.